This data is from NCI-60 drug combinations with 297,098 pairs across 59 cell lines. The task is: Regression. Given two drug SMILES strings and cell line genomic features, predict the synergy score measuring deviation from expected non-interaction effect. (1) Drug 1: CC1CCC2CC(C(=CC=CC=CC(CC(C(=O)C(C(C(=CC(C(=O)CC(OC(=O)C3CCCCN3C(=O)C(=O)C1(O2)O)C(C)CC4CCC(C(C4)OC)OCCO)C)C)O)OC)C)C)C)OC. Drug 2: C(CN)CNCCSP(=O)(O)O. Cell line: U251. Synergy scores: CSS=-2.70, Synergy_ZIP=2.89, Synergy_Bliss=4.00, Synergy_Loewe=-9.07, Synergy_HSA=-1.79. (2) Drug 1: CC1=C(C(CCC1)(C)C)C=CC(=CC=CC(=CC(=O)O)C)C. Drug 2: CC1C(C(CC(O1)OC2CC(CC3=C2C(=C4C(=C3O)C(=O)C5=C(C4=O)C(=CC=C5)OC)O)(C(=O)CO)O)N)O.Cl. Cell line: BT-549. Synergy scores: CSS=30.3, Synergy_ZIP=-1.54, Synergy_Bliss=0.930, Synergy_Loewe=-17.4, Synergy_HSA=-0.273. (3) Drug 2: CC(C)CN1C=NC2=C1C3=CC=CC=C3N=C2N. Drug 1: CC1=CC2C(CCC3(C2CCC3(C(=O)C)OC(=O)C)C)C4(C1=CC(=O)CC4)C. Synergy scores: CSS=3.57, Synergy_ZIP=1.77, Synergy_Bliss=3.48, Synergy_Loewe=0.544, Synergy_HSA=2.50. Cell line: NCI-H460.